From a dataset of Reaction yield outcomes from USPTO patents with 853,638 reactions. Predict the reaction yield, written as a fraction of the theoretical maximum amount of product (1.0 means a 100% yield; for example, 0.34 means a 34% yield). (1) The reactants are O.[OH-].[Li+].[N:4]([CH2:7][C:8]1[CH:17]=[CH:16][C:11]([C:12]([O:14]C)=[O:13])=[C:10]([Cl:18])[CH:9]=1)=[N+:5]=[N-:6]. The catalyst is O.O1CCCC1. The product is [N:4]([CH2:7][C:8]1[CH:17]=[CH:16][C:11]([C:12]([OH:14])=[O:13])=[C:10]([Cl:18])[CH:9]=1)=[N+:5]=[N-:6]. The yield is 0.600. (2) The reactants are I[C:2]1[C:10]2[C:5](=[CH:6][CH:7]=[C:8]([C:11]3[O:15][C:14]([NH:16][CH2:17][C:18]4[CH:23]=[CH:22][C:21]([O:24][CH3:25])=[CH:20][CH:19]=4)=[N:13][N:12]=3)[CH:9]=2)[N:4]([S:26]([C:29]2[CH:35]=[CH:34][C:32]([CH3:33])=[CH:31][CH:30]=2)(=[O:28])=[O:27])[CH:3]=1.[Cl:36][C:37]1[N:42]=[C:41](B(O)O)[CH:40]=[CH:39][CH:38]=1.[O-]P([O-])([O-])=O.[K+].[K+].[K+]. The catalyst is CN(C=O)C.C1C=CC([P]([Pd]([P](C2C=CC=CC=2)(C2C=CC=CC=2)C2C=CC=CC=2)([P](C2C=CC=CC=2)(C2C=CC=CC=2)C2C=CC=CC=2)[P](C2C=CC=CC=2)(C2C=CC=CC=2)C2C=CC=CC=2)(C2C=CC=CC=2)C2C=CC=CC=2)=CC=1. The product is [Cl:36][C:37]1[N:42]=[C:41]([C:2]2[C:10]3[C:5](=[CH:6][CH:7]=[C:8]([C:11]4[O:15][C:14]([NH:16][CH2:17][C:18]5[CH:23]=[CH:22][C:21]([O:24][CH3:25])=[CH:20][CH:19]=5)=[N:13][N:12]=4)[CH:9]=3)[N:4]([S:26]([C:29]3[CH:35]=[CH:34][C:32]([CH3:33])=[CH:31][CH:30]=3)(=[O:27])=[O:28])[CH:3]=2)[CH:40]=[CH:39][CH:38]=1. The yield is 0.533.